Dataset: NCI-60 drug combinations with 297,098 pairs across 59 cell lines. Task: Regression. Given two drug SMILES strings and cell line genomic features, predict the synergy score measuring deviation from expected non-interaction effect. (1) Drug 1: CNC(=O)C1=CC=CC=C1SC2=CC3=C(C=C2)C(=NN3)C=CC4=CC=CC=N4. Drug 2: C1CN(CCN1C(=O)CCBr)C(=O)CCBr. Cell line: HS 578T. Synergy scores: CSS=6.21, Synergy_ZIP=-3.53, Synergy_Bliss=-3.11, Synergy_Loewe=-7.32, Synergy_HSA=-5.42. (2) Drug 1: CS(=O)(=O)C1=CC(=C(C=C1)C(=O)NC2=CC(=C(C=C2)Cl)C3=CC=CC=N3)Cl. Drug 2: CCC(=C(C1=CC=CC=C1)C2=CC=C(C=C2)OCCN(C)C)C3=CC=CC=C3.C(C(=O)O)C(CC(=O)O)(C(=O)O)O. Cell line: MOLT-4. Synergy scores: CSS=12.5, Synergy_ZIP=2.89, Synergy_Bliss=7.90, Synergy_Loewe=5.51, Synergy_HSA=6.07. (3) Drug 1: CN(CC1=CN=C2C(=N1)C(=NC(=N2)N)N)C3=CC=C(C=C3)C(=O)NC(CCC(=O)O)C(=O)O. Drug 2: CC1=C(C=C(C=C1)C(=O)NC2=CC(=CC(=C2)C(F)(F)F)N3C=C(N=C3)C)NC4=NC=CC(=N4)C5=CN=CC=C5. Cell line: SN12C. Synergy scores: CSS=7.32, Synergy_ZIP=-1.82, Synergy_Bliss=0.918, Synergy_Loewe=-16.2, Synergy_HSA=-1.93. (4) Drug 1: CC12CCC3C(C1CCC2=O)CC(=C)C4=CC(=O)C=CC34C. Drug 2: CS(=O)(=O)OCCCCOS(=O)(=O)C. Cell line: M14. Synergy scores: CSS=22.7, Synergy_ZIP=2.22, Synergy_Bliss=0.299, Synergy_Loewe=-17.8, Synergy_HSA=-3.64. (5) Drug 1: C1=CC=C(C=C1)NC(=O)CCCCCCC(=O)NO. Drug 2: CC1=C(C(=O)C2=C(C1=O)N3CC4C(C3(C2COC(=O)N)OC)N4)N. Cell line: OVCAR-5. Synergy scores: CSS=42.9, Synergy_ZIP=-7.38, Synergy_Bliss=-4.45, Synergy_Loewe=-5.67, Synergy_HSA=-1.61. (6) Drug 1: C1CN1P(=S)(N2CC2)N3CC3. Drug 2: C1C(C(OC1N2C=NC3=C(N=C(N=C32)Cl)N)CO)O. Cell line: HOP-92. Synergy scores: CSS=40.2, Synergy_ZIP=-9.81, Synergy_Bliss=-2.84, Synergy_Loewe=-28.5, Synergy_HSA=1.11. (7) Cell line: CCRF-CEM. Drug 2: C(CCl)NC(=O)N(CCCl)N=O. Drug 1: C#CCC(CC1=CN=C2C(=N1)C(=NC(=N2)N)N)C3=CC=C(C=C3)C(=O)NC(CCC(=O)O)C(=O)O. Synergy scores: CSS=-13.2, Synergy_ZIP=10.9, Synergy_Bliss=6.60, Synergy_Loewe=-14.4, Synergy_HSA=-13.6. (8) Drug 1: C1CCN(CC1)CCOC2=CC=C(C=C2)C(=O)C3=C(SC4=C3C=CC(=C4)O)C5=CC=C(C=C5)O. Drug 2: CN1C2=C(C=C(C=C2)N(CCCl)CCCl)N=C1CCCC(=O)O.Cl. Cell line: NCI-H226. Synergy scores: CSS=0.315, Synergy_ZIP=1.17, Synergy_Bliss=-1.92, Synergy_Loewe=-7.69, Synergy_HSA=-7.73. (9) Drug 1: CC1CCC2CC(C(=CC=CC=CC(CC(C(=O)C(C(C(=CC(C(=O)CC(OC(=O)C3CCCCN3C(=O)C(=O)C1(O2)O)C(C)CC4CCC(C(C4)OC)OCCO)C)C)O)OC)C)C)C)OC. Drug 2: CC1C(C(CC(O1)OC2CC(CC3=C2C(=C4C(=C3O)C(=O)C5=C(C4=O)C(=CC=C5)OC)O)(C(=O)CO)O)N)O.Cl. Cell line: TK-10. Synergy scores: CSS=43.2, Synergy_ZIP=-1.90, Synergy_Bliss=1.39, Synergy_Loewe=3.58, Synergy_HSA=5.82. (10) Drug 1: C1CN1P(=S)(N2CC2)N3CC3. Drug 2: C(CN)CNCCSP(=O)(O)O. Cell line: CCRF-CEM. Synergy scores: CSS=61.6, Synergy_ZIP=4.13, Synergy_Bliss=2.76, Synergy_Loewe=-36.5, Synergy_HSA=3.16.